From a dataset of CYP2D6 inhibition data for predicting drug metabolism from PubChem BioAssay. Regression/Classification. Given a drug SMILES string, predict its absorption, distribution, metabolism, or excretion properties. Task type varies by dataset: regression for continuous measurements (e.g., permeability, clearance, half-life) or binary classification for categorical outcomes (e.g., BBB penetration, CYP inhibition). Dataset: cyp2d6_veith. (1) The compound is CSc1ccc2c(c1)c(CCN)c(C)n2Cc1ccccc1Cl. The result is 1 (inhibitor). (2) The compound is COc1ccc(Oc2ncc3nc(C)c(=O)n(Cc4cccc(OC)c4)c3n2)cc1. The result is 0 (non-inhibitor). (3) The compound is C=CCn1c(C(C)NC(=O)c2ccccc2)n[nH]c1=S. The result is 0 (non-inhibitor). (4) The molecule is CCC(=O)O[C@H](CC(=O)O)C[N+](C)(C)C. The result is 0 (non-inhibitor). (5) The compound is Cc1ccc(C)c(Nc2nc3nonc3nc2N2CCOCC2)c1. The result is 0 (non-inhibitor).